From a dataset of Forward reaction prediction with 1.9M reactions from USPTO patents (1976-2016). Predict the product of the given reaction. (1) Given the reactants [Li+].[Cl-].COC([CH:7]1[CH2:13][CH2:12][N:11]([C:14]([O:16][CH:17]([CH3:19])[CH3:18])=[O:15])[C:10]2=[CH:20][S:21][CH:22]=[C:9]2[C:8]1=[O:23])=O, predict the reaction product. The product is: [CH:17]([O:16][C:14]([N:11]1[CH2:12][CH2:13][CH2:7][C:8](=[O:23])[C:9]2=[CH:22][S:21][CH:20]=[C:10]12)=[O:15])([CH3:19])[CH3:18]. (2) Given the reactants [CH3:1][O:2][CH2:3][C@@H:4]([NH:6][C:7]([C:9]1[C:17]2[C:12](=[N:13][CH:14]=[C:15]([C:18]3[C:26]4[C:21](=[CH:22][C:23]([Cl:28])=[CH:24][C:25]=4[F:27])[NH:20][N:19]=3)[N:16]=2)[N:11]([CH2:29][O:30][CH2:31][CH2:32][Si:33]([CH3:36])([CH3:35])[CH3:34])[CH:10]=1)=[O:8])[CH3:5].[H-].[Na+].I[CH3:40], predict the reaction product. The product is: [CH3:1][O:2][CH2:3][C@@H:4]([NH:6][C:7]([C:9]1[C:17]2[C:12](=[N:13][CH:14]=[C:15]([C:18]3[C:26]4[C:21](=[CH:22][C:23]([Cl:28])=[CH:24][C:25]=4[F:27])[N:20]([CH3:40])[N:19]=3)[N:16]=2)[N:11]([CH2:29][O:30][CH2:31][CH2:32][Si:33]([CH3:34])([CH3:36])[CH3:35])[CH:10]=1)=[O:8])[CH3:5]. (3) Given the reactants O.[NH2:2][NH2:3].[Cl:4][C:5]1[CH:10]=[C:9]([NH:11][C:12](=[O:17])[C:13](OC)=[O:14])[CH:8]=[CH:7][C:6]=1[CH:18]1[CH2:23][CH2:22][CH:21]([CH:24]([CH3:30])[C:25]([O:27][CH2:28][CH3:29])=[O:26])[CH2:20][CH2:19]1, predict the reaction product. The product is: [Cl:4][C:5]1[CH:10]=[C:9]([NH:11][C:12](=[O:17])[C:13]([NH:2][NH2:3])=[O:14])[CH:8]=[CH:7][C:6]=1[C@H:18]1[CH2:23][CH2:22][C@H:21]([CH:24]([CH3:30])[C:25]([O:27][CH2:28][CH3:29])=[O:26])[CH2:20][CH2:19]1. (4) Given the reactants C(OC(=O)[NH:7][CH:8]1[CH2:13][CH2:12][N:11]([C:14]2[CH:15]=[N:16][C:17]([O:23][C:24]3[CH:29]=[CH:28][C:27]([O:30][C:31]4[CH:36]=[CH:35][CH:34]=[CH:33][CH:32]=4)=[CH:26][CH:25]=3)=[C:18]([C:20](=[O:22])[NH2:21])[CH:19]=2)[CH2:10][CH2:9]1)(C)(C)C.Cl, predict the reaction product. The product is: [NH2:7][CH:8]1[CH2:13][CH2:12][N:11]([C:14]2[CH:15]=[N:16][C:17]([O:23][C:24]3[CH:29]=[CH:28][C:27]([O:30][C:31]4[CH:36]=[CH:35][CH:34]=[CH:33][CH:32]=4)=[CH:26][CH:25]=3)=[C:18]([C:20]([NH2:21])=[O:22])[CH:19]=2)[CH2:10][CH2:9]1. (5) Given the reactants C(OC(=O)[NH:7][C@H:8]([C:13](=[O:27])[NH:14][C@@H:15]1[CH2:19][CH2:18][N:17]([CH2:20][C:21]2[CH:26]=[CH:25][CH:24]=[CH:23][CH:22]=2)[CH2:16]1)[C:9]([CH3:12])([CH3:11])[CH3:10])(C)(C)C, predict the reaction product. The product is: [NH2:7][C@@H:8]([C:9]([CH3:12])([CH3:11])[CH3:10])[C:13]([NH:14][C@@H:15]1[CH2:19][CH2:18][N:17]([CH2:20][C:21]2[CH:26]=[CH:25][CH:24]=[CH:23][CH:22]=2)[CH2:16]1)=[O:27]. (6) The product is: [I:12][C:7]1[CH:6]=[C:5]2[C:10](=[CH:9][CH:8]=1)[O:1][CH2:2][CH2:3][CH:4]2[OH:11]. Given the reactants [O:1]1[C:10]2[C:5](=[CH:6][CH:7]=[CH:8][CH:9]=2)[CH:4]([OH:11])[CH2:3][CH2:2]1.[I:12]I, predict the reaction product.